Dataset: Peptide-MHC class I binding affinity with 185,985 pairs from IEDB/IMGT. Task: Regression. Given a peptide amino acid sequence and an MHC pseudo amino acid sequence, predict their binding affinity value. This is MHC class I binding data. (1) The peptide sequence is HSNLNDTTY. The MHC is HLA-B46:01 with pseudo-sequence HLA-B46:01. The binding affinity (normalized) is 0.0847. (2) The MHC is HLA-B35:01 with pseudo-sequence HLA-B35:01. The peptide sequence is KTSTLIFFV. The binding affinity (normalized) is 0.0310. (3) The peptide sequence is MTRVTNNVY. The MHC is HLA-A31:01 with pseudo-sequence HLA-A31:01. The binding affinity (normalized) is 0.0847. (4) The peptide sequence is PLNDNIATL. The MHC is HLA-A02:03 with pseudo-sequence HLA-A02:03. The binding affinity (normalized) is 0.475.